Dataset: Forward reaction prediction with 1.9M reactions from USPTO patents (1976-2016). Task: Predict the product of the given reaction. Given the reactants [NH2:1][C:2]1[CH:3]=[C:4]([CH:28]=[C:29]([C:31]([F:34])([F:33])[F:32])[CH:30]=1)[C:5]([NH:7][CH2:8][C:9](=[O:27])[NH:10][CH:11]1[CH2:14][N:13]([CH:15]2[CH2:20][CH2:19][CH:18]([C:21]3[CH:26]=[CH:25][CH:24]=[CH:23][CH:22]=3)[CH2:17][CH2:16]2)[CH2:12]1)=[O:6].[C:35]([N:39]=[C:40]=[O:41])([CH3:38])([CH3:37])[CH3:36], predict the reaction product. The product is: [C:35]([NH:39][C:40](=[O:41])[NH:1][C:2]1[CH:3]=[C:4]([CH:28]=[C:29]([C:31]([F:34])([F:32])[F:33])[CH:30]=1)[C:5]([NH:7][CH2:8][C:9](=[O:27])[NH:10][CH:11]1[CH2:14][N:13]([CH:15]2[CH2:20][CH2:19][CH:18]([C:21]3[CH:22]=[CH:23][CH:24]=[CH:25][CH:26]=3)[CH2:17][CH2:16]2)[CH2:12]1)=[O:6])([CH3:38])([CH3:37])[CH3:36].